The task is: Regression. Given two drug SMILES strings and cell line genomic features, predict the synergy score measuring deviation from expected non-interaction effect.. This data is from NCI-60 drug combinations with 297,098 pairs across 59 cell lines. (1) Drug 1: CCC(=C(C1=CC=CC=C1)C2=CC=C(C=C2)OCCN(C)C)C3=CC=CC=C3.C(C(=O)O)C(CC(=O)O)(C(=O)O)O. Drug 2: CCN(CC)CCNC(=O)C1=C(NC(=C1C)C=C2C3=C(C=CC(=C3)F)NC2=O)C. Cell line: UO-31. Synergy scores: CSS=4.30, Synergy_ZIP=-0.777, Synergy_Bliss=2.96, Synergy_Loewe=1.10, Synergy_HSA=1.19. (2) Drug 1: C1=CC(=CC=C1CCCC(=O)O)N(CCCl)CCCl. Drug 2: CCCS(=O)(=O)NC1=C(C(=C(C=C1)F)C(=O)C2=CNC3=C2C=C(C=N3)C4=CC=C(C=C4)Cl)F. Cell line: HCT-15. Synergy scores: CSS=20.7, Synergy_ZIP=-5.51, Synergy_Bliss=-0.992, Synergy_Loewe=-5.24, Synergy_HSA=-2.99. (3) Drug 1: C1CCC(C1)C(CC#N)N2C=C(C=N2)C3=C4C=CNC4=NC=N3. Drug 2: COC1=C(C=C2C(=C1)N=CN=C2NC3=CC(=C(C=C3)F)Cl)OCCCN4CCOCC4. Cell line: SF-268. Synergy scores: CSS=21.9, Synergy_ZIP=-0.458, Synergy_Bliss=9.00, Synergy_Loewe=-0.245, Synergy_HSA=4.97. (4) Drug 1: CN1C(=O)N2C=NC(=C2N=N1)C(=O)N. Drug 2: CC1=C2C(C(=O)C3(C(CC4C(C3C(C(C2(C)C)(CC1OC(=O)C(C(C5=CC=CC=C5)NC(=O)C6=CC=CC=C6)O)O)OC(=O)C7=CC=CC=C7)(CO4)OC(=O)C)O)C)OC(=O)C. Cell line: MCF7. Synergy scores: CSS=16.9, Synergy_ZIP=-3.86, Synergy_Bliss=-2.01, Synergy_Loewe=-71.4, Synergy_HSA=-6.15. (5) Drug 1: C1CCC(C(C1)N)N.C(=O)(C(=O)[O-])[O-].[Pt+4]. Drug 2: C(CN)CNCCSP(=O)(O)O. Cell line: COLO 205. Synergy scores: CSS=8.79, Synergy_ZIP=-0.188, Synergy_Bliss=-5.14, Synergy_Loewe=-27.2, Synergy_HSA=-2.69. (6) Drug 1: CN(CCCl)CCCl.Cl. Drug 2: C1C(C(OC1N2C=NC3=C2NC=NCC3O)CO)O. Cell line: K-562. Synergy scores: CSS=22.2, Synergy_ZIP=2.47, Synergy_Bliss=7.44, Synergy_Loewe=4.93, Synergy_HSA=3.22. (7) Drug 1: CN1C2=C(C=C(C=C2)N(CCCl)CCCl)N=C1CCCC(=O)O.Cl. Drug 2: C(CN)CNCCSP(=O)(O)O. Cell line: U251. Synergy scores: CSS=0.264, Synergy_ZIP=2.22, Synergy_Bliss=2.33, Synergy_Loewe=1.95, Synergy_HSA=-3.03. (8) Drug 1: C1=CC(=CC=C1C#N)C(C2=CC=C(C=C2)C#N)N3C=NC=N3. Drug 2: CCC(=C(C1=CC=CC=C1)C2=CC=C(C=C2)OCCN(C)C)C3=CC=CC=C3.C(C(=O)O)C(CC(=O)O)(C(=O)O)O. Cell line: MCF7. Synergy scores: CSS=4.30, Synergy_ZIP=-2.55, Synergy_Bliss=-1.83, Synergy_Loewe=0.604, Synergy_HSA=-1.37. (9) Drug 1: CCC1(CC2CC(C3=C(CCN(C2)C1)C4=CC=CC=C4N3)(C5=C(C=C6C(=C5)C78CCN9C7C(C=CC9)(C(C(C8N6C=O)(C(=O)OC)O)OC(=O)C)CC)OC)C(=O)OC)O.OS(=O)(=O)O. Synergy scores: CSS=50.2, Synergy_ZIP=-4.53, Synergy_Bliss=-3.88, Synergy_Loewe=-3.68, Synergy_HSA=-3.09. Drug 2: C1CN1C2=NC(=NC(=N2)N3CC3)N4CC4. Cell line: CAKI-1.